Dataset: Peptide-MHC class I binding affinity with 185,985 pairs from IEDB/IMGT. Task: Regression. Given a peptide amino acid sequence and an MHC pseudo amino acid sequence, predict their binding affinity value. This is MHC class I binding data. (1) The peptide sequence is EEINREAV. The MHC is Mamu-A11 with pseudo-sequence Mamu-A11. The binding affinity (normalized) is 0.153. (2) The peptide sequence is LEEELPRLA. The MHC is Patr-A0401 with pseudo-sequence Patr-A0401. The binding affinity (normalized) is 0. (3) The peptide sequence is LNAWGCAFR. The MHC is HLA-A11:01 with pseudo-sequence HLA-A11:01. The binding affinity (normalized) is 0.441. (4) The MHC is Mamu-A02 with pseudo-sequence Mamu-A02. The binding affinity (normalized) is 0.222. The peptide sequence is GIQAGVNRF. (5) The peptide sequence is YENLKYTVII. The MHC is HLA-B40:01 with pseudo-sequence HLA-B40:01. The binding affinity (normalized) is 0.904.